From a dataset of CYP2C19 inhibition data for predicting drug metabolism from PubChem BioAssay. Regression/Classification. Given a drug SMILES string, predict its absorption, distribution, metabolism, or excretion properties. Task type varies by dataset: regression for continuous measurements (e.g., permeability, clearance, half-life) or binary classification for categorical outcomes (e.g., BBB penetration, CYP inhibition). Dataset: cyp2c19_veith. (1) The compound is COc1cc2c(cc1OC)-c1cc(NCc3ccccn3)nc(=O)n1CC2. The result is 0 (non-inhibitor). (2) The compound is CCc1cc2c(c(CC)n1)CCC(=O)N2Cc1ccc(-c2ccccc2-c2nn[nH]n2)cc1. The result is 1 (inhibitor). (3) The drug is CN(C)CS/C(N)=N/[C@H](O)C(Cl)(Cl)Cl. The result is 0 (non-inhibitor). (4) The compound is CC1=C(CC[C@H](C)CO)O[C@@H]2C[C@@H]3[C@H]4CC[C@H]5C[C@@H](O)CC[C@]5(C)[C@@H]4CC(=O)[C@@]3(C)[C@@H]12. The result is 0 (non-inhibitor). (5) The compound is O=C1c2cccc3c(Nc4ccccc4Cl)c([N+](=O)[O-])cc(c23)C(=O)N1CCO. The result is 1 (inhibitor). (6) The drug is CC(C)c1ccc(O)c(=O)cc1.CC(C)c1ccc(O)c(O)c(=O)c1.CC(C)c1cccc(O)c(=O)c1.CC(C)c1ccccc(=O)c1O. The result is 0 (non-inhibitor).